This data is from Full USPTO retrosynthesis dataset with 1.9M reactions from patents (1976-2016). The task is: Predict the reactants needed to synthesize the given product. (1) The reactants are: ClC(OCC)=O.[CH2:7]([N:13]([CH3:32])[C:14]1[CH:31]=[CH:30][C:17]([CH:18]=[C:19]2[S:23][C:22](=[S:24])[N:21]([CH2:25][C:26]([OH:28])=O)[C:20]2=[O:29])=[CH:16][CH:15]=1)[CH2:8][CH2:9][CH2:10][CH2:11][CH3:12].[CH2:33]([N:35](CC)CC)C.CN. Given the product [CH2:7]([N:13]([CH3:32])[C:14]1[CH:15]=[CH:16][C:17]([CH:18]=[C:19]2[S:23][C:22](=[S:24])[N:21]([CH2:25][C:26]([NH:35][CH3:33])=[O:28])[C:20]2=[O:29])=[CH:30][CH:31]=1)[CH2:8][CH2:9][CH2:10][CH2:11][CH3:12], predict the reactants needed to synthesize it. (2) Given the product [ClH:21].[NH2:12][CH2:11][C:8]1[CH:9]=[CH:10][C:2]([CH3:1])=[C:3]([CH:7]=1)[C:4]([OH:6])=[O:5].[Na+:20].[Cl-:21], predict the reactants needed to synthesize it. The reactants are: [CH3:1][C:2]1[CH:10]=[CH:9][C:8]([CH2:11][NH:12]C(C(F)(F)F)=O)=[CH:7][C:3]=1[C:4]([OH:6])=[O:5].[OH-].[Na+:20].[ClH:21]. (3) Given the product [CH2:1]1[C:9]2[C:4](=[CH:5][CH:6]=[CH:7][CH:8]=2)[CH2:3][CH:2]1[C@H:10]1[NH:15][C:14](=[O:16])[C@@H:13]([CH:17]([CH2:20][CH3:21])[CH2:18][CH3:19])[N:12]([CH2:22][C:23]2[CH:28]=[CH:27][CH:26]=[CH:25][C:24]=2[S:29][CH:30]2[CH2:31][CH2:32][NH:33][CH2:34][CH2:35]2)[C:11]1=[O:43], predict the reactants needed to synthesize it. The reactants are: [CH2:1]1[C:9]2[C:4](=[CH:5][CH:6]=[CH:7][CH:8]=2)[CH2:3][CH:2]1[C@H:10]1[NH:15][C:14](=[O:16])[C@@H:13]([CH:17]([CH2:20][CH3:21])[CH2:18][CH3:19])[N:12]([CH2:22][C:23]2[CH:28]=[CH:27][CH:26]=[CH:25][C:24]=2[S:29][CH:30]2[CH2:35][CH2:34][N:33](C(OC(C)(C)C)=O)[CH2:32][CH2:31]2)[C:11]1=[O:43].Cl. (4) Given the product [C:1]([CH:5]1[O:21][C:9]2[N:10]=[C:11]([C:30]3[CH:31]=[N:32][C:33]([NH2:36])=[N:34][CH:35]=3)[N:12]=[C:13]([N:14]3[CH2:19][CH2:18][O:17][CH2:16][CH2:15]3)[C:8]=2[O:7][CH2:6]1)([CH3:4])([CH3:3])[CH3:2], predict the reactants needed to synthesize it. The reactants are: [C:1]([CH:5]1[O:21][C:9]2[N:10]=[C:11](Cl)[N:12]=[C:13]([N:14]3[CH2:19][CH2:18][O:17][CH2:16][CH2:15]3)[C:8]=2[O:7][CH2:6]1)([CH3:4])([CH3:3])[CH3:2].CC1(C)C(C)(C)OB([C:30]2[CH:31]=[N:32][C:33]([NH2:36])=[N:34][CH:35]=2)O1.C(=O)([O-])[O-].[Na+].[Na+]. (5) Given the product [CH3:2][C:3]1([CH3:21])[CH2:20][N:6]([C:7]2[CH:12]=[CH:11][C:10]([C:13]([F:16])([F:15])[F:14])=[CH:9][C:8]=2[N+:17]([O-:19])=[O:18])[C:4]1=[O:5], predict the reactants needed to synthesize it. The reactants are: Cl[CH2:2][C:3]([CH3:21])([CH3:20])[C:4]([NH:6][C:7]1[CH:12]=[CH:11][C:10]([C:13]([F:16])([F:15])[F:14])=[CH:9][C:8]=1[N+:17]([O-:19])=[O:18])=[O:5].C([O-])([O-])=O.[K+].[K+].